Dataset: Full USPTO retrosynthesis dataset with 1.9M reactions from patents (1976-2016). Task: Predict the reactants needed to synthesize the given product. (1) Given the product [CH2:1]([N:8]1[CH2:13][CH:12]([CH3:14])[O:11][CH2:10][CH:9]1[CH2:15][C:16]([CH3:19])([OH:17])[CH3:18])[C:2]1[CH:3]=[CH:4][CH:5]=[CH:6][CH:7]=1, predict the reactants needed to synthesize it. The reactants are: [CH2:1]([N:8]1[CH2:13][CH:12]([CH3:14])[O:11][CH2:10][CH:9]1[CH2:15][C:16]([CH3:18])=[O:17])[C:2]1[CH:7]=[CH:6][CH:5]=[CH:4][CH:3]=1.[CH3:19][Mg]Br.[Cl-].[NH4+]. (2) Given the product [C:1]([NH:5][C:6]([C:8]1[C:16]2[C:11](=[N:12][CH:13]=[C:14]([C:34]3[C:33]4[C:37](=[CH:38][C:30]([S:27]([CH3:26])(=[O:28])=[O:29])=[CH:31][CH:32]=4)[N:36]([CH3:39])[N:35]=3)[N:15]=2)[N:10]([CH2:18][O:19][CH2:20][CH2:21][Si:22]([CH3:25])([CH3:24])[CH3:23])[CH:9]=1)=[O:7])([CH3:4])([CH3:3])[CH3:2], predict the reactants needed to synthesize it. The reactants are: [C:1]([NH:5][C:6]([C:8]1[C:16]2[C:11](=[N:12][CH:13]=[C:14](Br)[N:15]=2)[N:10]([CH2:18][O:19][CH2:20][CH2:21][Si:22]([CH3:25])([CH3:24])[CH3:23])[CH:9]=1)=[O:7])([CH3:4])([CH3:3])[CH3:2].[CH3:26][S:27]([C:30]1[CH:38]=[C:37]2[C:33]([C:34]([Sn](CCCC)(CCCC)CCCC)=[N:35][N:36]2[CH3:39])=[CH:32][CH:31]=1)(=[O:29])=[O:28]. (3) Given the product [Br:1][C:2]1[CH:3]=[CH:4][C:5]([C@H:8]([NH:16][C@@H:17]([CH2:20][CH:21]([CH3:23])[CH3:22])[C:18]([OH:26])=[O:19])[C:9]2[CH:14]=[CH:13][C:12]([F:15])=[CH:11][CH:10]=2)=[CH:6][CH:7]=1, predict the reactants needed to synthesize it. The reactants are: [Br:1][C:2]1[CH:7]=[CH:6][C:5]([C@H:8]([NH:16][C@@H:17]([CH2:20][CH:21]([CH3:23])[CH3:22])[CH2:18][OH:19])[C:9]2[CH:14]=[CH:13][C:12]([F:15])=[CH:11][CH:10]=2)=[CH:4][CH:3]=1.O.I(O)(=O)(=O)=[O:26].P(O)([O-])([O-])=O.[Na+].[Na+]. (4) Given the product [NH2:8][C:9]1[N:14]=[C:13]([CH3:15])[N:12]=[C:11]([C:16]2[N:20]3[CH:21]=[CH:22][CH:23]=[CH:24][C:19]3=[N:18][C:17]=2[NH:25][C:26]2[CH:27]=[N:28][C:29]([O:32][CH3:33])=[CH:30][CH:31]=2)[N:10]=1, predict the reactants needed to synthesize it. The reactants are: COC1C=CC(C[N:8](CC2C=CC(OC)=CC=2)[C:9]2[N:14]=[C:13]([CH3:15])[N:12]=[C:11]([C:16]3[N:20]4[CH:21]=[CH:22][CH:23]=[CH:24][C:19]4=[N:18][C:17]=3[NH:25][C:26]3[CH:27]=[N:28][C:29]([O:32][CH3:33])=[CH:30][CH:31]=3)[N:10]=2)=CC=1.FC(F)(F)S(O)(=O)=O.FC(F)(F)C(O)=O. (5) Given the product [CH2:1]([O:3][C:4](=[O:25])[CH2:5][C:6]1[CH:7]=[C:8]([C:13]2[CH:18]=[CH:17][C:16]([C:19]([F:20])([F:21])[F:22])=[CH:15][C:14]=2[CH2:23][NH:28][CH2:26][CH3:27])[CH:9]=[C:10]([Cl:12])[CH:11]=1)[CH3:2], predict the reactants needed to synthesize it. The reactants are: [CH2:1]([O:3][C:4](=[O:25])[CH2:5][C:6]1[CH:7]=[C:8]([C:13]2[CH:18]=[CH:17][C:16]([C:19]([F:22])([F:21])[F:20])=[CH:15][C:14]=2[CH:23]=O)[CH:9]=[C:10]([Cl:12])[CH:11]=1)[CH3:2].[CH2:26]([NH2:28])[CH3:27]. (6) Given the product [Cl:30][C:28]1[CH:29]=[CH:18][C:19]([O:20][C@@H:21]([CH3:25])[C:22]([OH:24])=[O:23])=[C:26]([C:2]2[CH:7]=[CH:6][C:5]([S:8]([N:11]([CH3:13])[CH3:12])(=[O:10])=[O:9])=[CH:4][C:3]=2[F:14])[CH:27]=1, predict the reactants needed to synthesize it. The reactants are: Br[C:2]1[CH:7]=[CH:6][C:5]([S:8]([N:11]([CH3:13])[CH3:12])(=[O:10])=[O:9])=[CH:4][C:3]=1[F:14].B([C:18]1[CH:29]=[C:28]([Cl:30])[CH:27]=[CH:26][C:19]=1[O:20][C@@H:21]([CH3:25])[C:22]([OH:24])=[O:23])(O)O. (7) Given the product [Si:1]([O:8][C@@H:9]1[C:13]2([CH2:14][CH2:15]2)[C:12](=[O:16])[N:11]([C:19]2[CH:26]=[CH:25][C:22]([C:23]#[N:24])=[C:21]([C:27]([F:28])([F:30])[F:29])[CH:20]=2)[C@H:10]1[CH3:17])([C:4]([CH3:7])([CH3:6])[CH3:5])([CH3:3])[CH3:2].[Si:1]([O:8][C@H:9]1[C:13]2([CH2:14][CH2:15]2)[C:12](=[O:16])[N:11]([C:19]2[CH:26]=[CH:25][C:22]([C:23]#[N:24])=[C:21]([C:27]([F:28])([F:30])[F:29])[CH:20]=2)[C@H:10]1[CH3:17])([C:4]([CH3:7])([CH3:6])[CH3:5])([CH3:3])[CH3:2], predict the reactants needed to synthesize it. The reactants are: [Si:1]([O:8][CH:9]1[C:13]2([CH2:15][CH2:14]2)[C:12](=[O:16])[NH:11][C@H:10]1[CH3:17])([C:4]([CH3:7])([CH3:6])[CH3:5])([CH3:3])[CH3:2].I[C:19]1[CH:26]=[CH:25][C:22]([C:23]#[N:24])=[C:21]([C:27]([F:30])([F:29])[F:28])[CH:20]=1.C(=O)([O-])[O-].[Cs+].[Cs+].C1(P(C2C=CC=CC=2)C2C3OC4C(=CC=CC=4P(C4C=CC=CC=4)C4C=CC=CC=4)C(C)(C)C=3C=CC=2)C=CC=CC=1. (8) The reactants are: C(Cl)(=O)C(Cl)=O.CS(C)=O.[OH:11][CH:12]([C:14]1([C:20]([N:22]2[CH2:27][C:26]3[CH:28]=[C:29]([C:32]([F:35])([F:34])[F:33])[CH:30]=[CH:31][C:25]=3[O:24][CH2:23]2)=[O:21])[CH2:18][CH2:17][CH:16]([OH:19])[CH2:15]1)[CH3:13].C(N(CC)CC)C.Cl. Given the product [C:12]([C:14]1([C:20]([N:22]2[CH2:27][C:26]3[CH:28]=[C:29]([C:32]([F:34])([F:35])[F:33])[CH:30]=[CH:31][C:25]=3[O:24][CH2:23]2)=[O:21])[CH2:18][CH2:17][C:16](=[O:19])[CH2:15]1)(=[O:11])[CH3:13], predict the reactants needed to synthesize it. (9) Given the product [Br:14][CH2:15][C:16]([NH:10][C:9]1[CH:11]=[CH:12][CH:13]=[C:7]([F:6])[CH:8]=1)=[O:17], predict the reactants needed to synthesize it. The reactants are: C(=O)(O)[O-].[Na+].[F:6][C:7]1[CH:8]=[C:9]([CH:11]=[CH:12][CH:13]=1)[NH2:10].[Br:14][CH2:15][C:16](Br)=[O:17]. (10) Given the product [F:34][C:33]([F:36])([F:35])[C:31]([OH:37])=[O:32].[C:27]([C:10]1[C:11]2[C:12](=[N:13][C:14]([NH2:17])=[CH:15][CH:16]=2)[N:8]([CH2:7][C:6]([OH:30])=[O:5])[CH:9]=1)(=[O:29])[CH3:28], predict the reactants needed to synthesize it. The reactants are: C([O:5][C:6](=[O:30])[CH2:7][N:8]1[C:12]2=[N:13][C:14]([NH:17]CC3C=CC(OC)=CC=3)=[CH:15][CH:16]=[C:11]2[C:10]([C:27](=[O:29])[CH3:28])=[CH:9]1)(C)(C)C.[C:31]([OH:37])([C:33]([F:36])([F:35])[F:34])=[O:32].